This data is from Full USPTO retrosynthesis dataset with 1.9M reactions from patents (1976-2016). The task is: Predict the reactants needed to synthesize the given product. (1) Given the product [S:38]1[CH:39]=[CH:40][N:41]=[C:37]1[NH:36][S:33]([C:30]1[CH:29]=[CH:28][C:27]([NH:26][C:21]([C:19]2[N:20]=[C:16]([CH2:15][O:14][C:13]3[CH:12]=[CH:11][C:10]([CH2:9][CH2:8][CH2:7][CH2:6][N:1]4[CH:5]=[CH:4][N:3]=[N:2]4)=[CH:25][CH:24]=3)[O:17][CH:18]=2)=[O:23])=[CH:32][CH:31]=1)(=[O:35])=[O:34], predict the reactants needed to synthesize it. The reactants are: [N:1]1([CH2:6][CH2:7][CH2:8][CH2:9][C:10]2[CH:25]=[CH:24][C:13]([O:14][CH2:15][C:16]3[O:17][CH:18]=[C:19]([C:21]([OH:23])=O)[N:20]=3)=[CH:12][CH:11]=2)[CH:5]=[CH:4][N:3]=[N:2]1.[NH2:26][C:27]1[CH:32]=[CH:31][C:30]([S:33]([NH:36][C:37]2[S:38][CH:39]=[CH:40][N:41]=2)(=[O:35])=[O:34])=[CH:29][CH:28]=1. (2) The reactants are: [NH2:1][CH2:2][C@@H:3]1[C@H:8]([CH3:9])[CH2:7][CH2:6][CH2:5][N:4]1[C:10]([C:12]1[CH:17]=[CH:16][CH:15]=[C:14]([F:18])[C:13]=1[C:19]1[N:24]=[CH:23][CH:22]=[CH:21][N:20]=1)=[O:11].Cl[C:26]1[N:31]=[CH:30][C:29]([C:32]([F:35])([F:34])[F:33])=[CH:28][N:27]=1. Given the product [F:18][C:14]1[C:13]([C:19]2[N:20]=[CH:21][CH:22]=[CH:23][N:24]=2)=[C:12]([C:10]([N:4]2[CH2:5][CH2:6][CH2:7][C@@H:8]([CH3:9])[C@H:3]2[CH2:2][NH:1][C:26]2[N:31]=[CH:30][C:29]([C:32]([F:35])([F:34])[F:33])=[CH:28][N:27]=2)=[O:11])[CH:17]=[CH:16][CH:15]=1, predict the reactants needed to synthesize it. (3) Given the product [CH3:3][O:4][C:5](=[O:15])[C:6]1[C:11]([CH3:12])=[CH:10][C:9]([Cl:13])=[CH:8][C:7]=1[C:19]([F:21])([F:1])[F:20], predict the reactants needed to synthesize it. The reactants are: [F-:1].[K+].[CH3:3][O:4][C:5](=[O:15])[C:6]1[C:11]([CH3:12])=[CH:10][C:9]([Cl:13])=[CH:8][C:7]=1I.COC(=O)[C:19](Cl)([F:21])[F:20].